From a dataset of Reaction yield outcomes from USPTO patents with 853,638 reactions. Predict the reaction yield, written as a fraction of the theoretical maximum amount of product (1.0 means a 100% yield; for example, 0.34 means a 34% yield). (1) The reactants are [C:1]1([CH:7](O)[CH:8]=[CH:9][CH3:10])[CH:6]=[CH:5][CH:4]=[CH:3][CH:2]=1.Cl.CC[O:15]CC.C(=O)(O)[O-].[Na+]. The catalyst is O1CCOCC1. The product is [C:1]1([CH:7]=[CH:8][CH:9]([OH:15])[CH3:10])[CH:6]=[CH:5][CH:4]=[CH:3][CH:2]=1. The yield is 0.968. (2) The reactants are C([O:3][C:4](=[O:27])[CH2:5][N:6]([C:21]([O:23][CH2:24][CH:25]=[CH2:26])=[O:22])[CH:7]([C:14]1[CH:19]=[CH:18][C:17]([Cl:20])=[CH:16][CH:15]=1)[C:8]1[CH:13]=[CH:12][CH:11]=[CH:10][CH:9]=1)C.O.CO.O.[OH-].[Li+]. The catalyst is C1COCC1. The product is [CH2:24]([O:23][C:21]([N:6]([CH2:5][C:4]([OH:27])=[O:3])[CH:7]([C:14]1[CH:19]=[CH:18][C:17]([Cl:20])=[CH:16][CH:15]=1)[C:8]1[CH:13]=[CH:12][CH:11]=[CH:10][CH:9]=1)=[O:22])[CH:25]=[CH2:26]. The yield is 0.660. (3) The reactants are [CH3:1][C:2]1[CH:3]=[C:4]([CH:28]=[C:29]([CH3:31])[CH:30]=1)[O:5][C:6]1[CH:11]=[CH:10][N:9]=[CH:8][C:7]=1[S:12]([N:15]1[CH2:20][CH2:19][N:18](C(OC(C)(C)C)=O)[CH2:17][CH2:16]1)(=[O:14])=[O:13].[ClH:32]. The catalyst is C(Cl)Cl.O1CCOCC1. The product is [ClH:32].[CH3:1][C:2]1[CH:3]=[C:4]([CH:28]=[C:29]([CH3:31])[CH:30]=1)[O:5][C:6]1[CH:11]=[CH:10][N:9]=[CH:8][C:7]=1[S:12]([N:15]1[CH2:20][CH2:19][NH:18][CH2:17][CH2:16]1)(=[O:13])=[O:14]. The yield is 0.760. (4) The reactants are [H-].[Na+].[N:3]1[CH:8]=[CH:7][N:6]=[CH:5][C:4]=1[CH2:9][OH:10].[CH:11]([CH:14]1[C:19]2[N:20]=[CH:21][NH:22][C:18]=2[CH2:17][CH2:16][N:15]1[C:23](OCC(Cl)(Cl)Cl)=[O:24])([CH3:13])[CH3:12]. The catalyst is C1COCC1. The product is [CH:11]([CH:14]1[C:19]2[N:20]=[CH:21][NH:22][C:18]=2[CH2:17][CH2:16][N:15]1[C:23]([O:10][CH2:9][C:4]1[CH:5]=[N:6][CH:7]=[CH:8][N:3]=1)=[O:24])([CH3:13])[CH3:12]. The yield is 0.104. (5) The reactants are [F:1][C:2]([F:19])([C:7]1[CH:11]=[C:10]([NH2:12])[N:9]([C:13]2[CH:18]=[CH:17][CH:16]=[CH:15][CH:14]=2)[N:8]=1)[C:3]([F:6])([F:5])[F:4].C(=O)([O-])[O-].[K+].[K+].Cl[C:27]([O:29][C:30]1[CH:35]=[CH:34][CH:33]=[CH:32][CH:31]=1)=[O:28]. The catalyst is C1COCC1. The product is [F:19][C:2]([F:1])([C:7]1[CH:11]=[C:10]([NH:12][C:27](=[O:28])[O:29][C:30]2[CH:35]=[CH:34][CH:33]=[CH:32][CH:31]=2)[N:9]([C:13]2[CH:14]=[CH:15][CH:16]=[CH:17][CH:18]=2)[N:8]=1)[C:3]([F:6])([F:5])[F:4]. The yield is 0.840. (6) The catalyst is O.C(OCC)(=O)C. The yield is 0.310. The product is [CH2:13]([C:17]1[N:18]=[C:19]([CH3:39])[NH:20][C:21](=[O:38])[C:22]=1[CH2:23][C:24]1[CH:29]=[CH:28][C:27]([C:30]2[CH:35]=[CH:34][CH:33]=[CH:32][C:31]=2[C:36]2[NH:3][C:4](=[O:7])[O:5][N:37]=2)=[CH:26][CH:25]=1)[CH2:14][CH2:15][CH3:16]. The reactants are [Cl-].O[NH3+:3].[C:4](=[O:7])([O-])[OH:5].[Na+].CS(C)=O.[CH2:13]([C:17]1[N:18]=[C:19]([CH3:39])[NH:20][C:21](=[O:38])[C:22]=1[CH2:23][C:24]1[CH:29]=[CH:28][C:27]([C:30]2[C:31]([C:36]#[N:37])=[CH:32][CH:33]=[CH:34][CH:35]=2)=[CH:26][CH:25]=1)[CH2:14][CH2:15][CH3:16].